Dataset: Catalyst prediction with 721,799 reactions and 888 catalyst types from USPTO. Task: Predict which catalyst facilitates the given reaction. (1) Reactant: [Si]([O:8][CH:9]1[CH2:14][CH2:13][C:12]([C:15]2[C:16]([F:21])=[N:17][CH:18]=[CH:19][CH:20]=2)=[CH:11][CH2:10]1)(C(C)(C)C)(C)C. Product: [F:21][C:16]1[C:15]([C:12]2[CH2:13][CH2:14][CH:9]([OH:8])[CH2:10][CH:11]=2)=[CH:20][CH:19]=[CH:18][N:17]=1. The catalyst class is: 4. (2) Reactant: [Cl:1][C:2]1[N:10]=[CH:9][CH:8]=[C:7]2[C:3]=1[CH:4]=[CH:5][NH:6]2.[F:11][C:12]1[CH:19]=[CH:18][C:15]([CH2:16]Br)=[CH:14][CH:13]=1.[H-].[Na+].O. Product: [Cl:1][C:2]1[C:3]2[CH:4]=[CH:5][N:6]([CH2:16][C:15]3[CH:18]=[CH:19][C:12]([F:11])=[CH:13][CH:14]=3)[C:7]=2[CH:8]=[CH:9][N:10]=1. The catalyst class is: 31.